From a dataset of Full USPTO retrosynthesis dataset with 1.9M reactions from patents (1976-2016). Predict the reactants needed to synthesize the given product. Given the product [C:16]([O:15][C:13]([NH:20][CH2:21][CH2:22][CH2:23][C:3]1[C:4](=[O:11])[C:5]2[C:10]([C:1](=[O:12])[CH:2]=1)=[CH:9][CH:8]=[CH:7][CH:6]=2)=[O:14])([CH3:19])([CH3:18])[CH3:17], predict the reactants needed to synthesize it. The reactants are: [C:1]1(=[O:12])[C:10]2[C:5](=[CH:6][CH:7]=[CH:8][CH:9]=2)[C:4](=[O:11])[CH:3]=[CH:2]1.[C:13]([NH:20][CH2:21][CH2:22][CH2:23]C(O)=O)([O:15][C:16]([CH3:19])([CH3:18])[CH3:17])=[O:14].O.